This data is from Reaction yield outcomes from USPTO patents with 853,638 reactions. The task is: Predict the reaction yield, written as a fraction of the theoretical maximum amount of product (1.0 means a 100% yield; for example, 0.34 means a 34% yield). (1) The yield is 0.0690. The product is [O:2]=[S:3]1(=[O:17])[C:12]2[C:7](=[CH:8][CH:9]=[CH:10][N:11]=2)[NH:6][C:5]([C:13]2[C:14](=[O:15])[N:29]([CH2:30][C:31]3[CH:32]=[CH:33][C:34]([F:37])=[CH:35][CH:36]=3)[C@@H:28]3[C@H:23]([C:21]=2[OH:20])[C@@H:24]2[CH2:38][C@H:27]3[CH2:26][CH2:25]2)=[N:4]1. The catalyst is CN(C)C=O.C(OCC)(=O)C. The reactants are [Na+].[O:2]=[S:3]1(=[O:17])[C:12]2[C:7](=[CH:8][CH:9]=[CH:10][N:11]=2)[NH:6][C:5]([CH2:13][C:14]([O-])=[O:15])=[N:4]1.C([O:20][C:21]([C@H:23]1[C@@H:28]([NH:29][CH2:30][C:31]2[CH:36]=[CH:35][C:34]([F:37])=[CH:33][CH:32]=2)[C@H:27]2[CH2:38][C@@H:24]1[CH2:25][CH2:26]2)=O)C.F[P-](F)(F)(F)(F)F.N1(OC(N(C)C)=[N+](C)C)C2N=CC=CC=2N=N1.C(N(CC)CC)C. (2) The reactants are [Cl:1][C:2]1[N:7]=[C:6]([C:8]([OH:10])=O)[C:5]([CH3:11])=[CH:4][CH:3]=1.[C:12](Cl)(=O)[C:13](Cl)=O.NC1(C)C=C(C)C=C([C:22]([O:24][CH3:25])=[O:23])C1.[N:31]1[CH:36]=[CH:35][CH:34]=[CH:33][CH:32]=1.[CH2:37]1COCC1. The catalyst is C(Cl)Cl.CN(C)C1C=CN=CC=1.CN(C=O)C. The product is [Cl:1][C:2]1[N:7]=[C:6]([C:8]([NH:31][C:36]2[C:12]([CH3:13])=[C:32]([CH:33]=[CH:34][C:35]=2[CH3:37])[C:22]([O:24][CH3:25])=[O:23])=[O:10])[C:5]([CH3:11])=[CH:4][CH:3]=1. The yield is 0.730. (3) The reactants are [Cl:1][C:2]1[CH:7]=[CH:6][C:5]([S:8]([CH:11]2[CH2:16][CH2:15][CH:14]([C:17]([N:19]([CH3:42])[C:20]3[CH:40]=[CH:39][C:23]([CH2:24][N:25]4[CH2:30][CH2:29][N:28](C(OC(C)(C)C)=O)[C@@H:27]([CH3:38])[CH2:26]4)=[C:22]([CH3:41])[CH:21]=3)=[O:18])[CH2:13][CH2:12]2)(=[O:10])=[O:9])=[CH:4][CH:3]=1. The catalyst is ClCCl.FC(F)(F)C(O)=O. The product is [Cl:1][C:2]1[CH:7]=[CH:6][C:5]([S:8]([CH:11]2[CH2:16][CH2:15][CH:14]([C:17]([N:19]([CH3:42])[C:20]3[CH:40]=[CH:39][C:23]([CH2:24][N:25]4[CH2:30][CH2:29][NH:28][C@@H:27]([CH3:38])[CH2:26]4)=[C:22]([CH3:41])[CH:21]=3)=[O:18])[CH2:13][CH2:12]2)(=[O:10])=[O:9])=[CH:4][CH:3]=1. The yield is 1.00. (4) The reactants are [CH:1]([O:6][CH3:7])([O:4][CH3:5])OC.[CH:8]([C:11]1[C:12]([O:19][CH2:20][O:21][CH3:22])=[C:13]([CH:16]=[CH:17][CH:18]=1)C=O)([CH3:10])[CH3:9]. The catalyst is CO.[Cl-].[NH4+]. The product is [CH3:7][O:6][CH:1]([O:4][CH3:5])[C:13]1[CH:16]=[CH:17][CH:18]=[C:11]([CH:8]([CH3:10])[CH3:9])[C:12]=1[O:19][CH2:20][O:21][CH3:22]. The yield is 0.910. (5) The reactants are F.F.F.C(N(CC)CC)C.C(N(CC)CC)C.[Si]([O:35][CH2:36][C@H:37]1[O:41][C@@H:40]([N:42]2[CH:49]=[C:48]([CH3:50])[C:46](=[O:47])[NH:45][C:43]2=[O:44])[C@H:39]([O:51][CH2:52][CH2:53][O:54][N:55]([CH3:57])[CH3:56])[C@@H:38]1[OH:58])(C(C)(C)C)(C1C=CC=CC=1)C1C=CC=CC=1.CO. The catalyst is C1COCC1.C(Cl)Cl. The product is [CH3:56][N:55]([CH3:57])[O:54][CH2:53][CH2:52][O:51][C@@H:39]1[C@H:38]([OH:58])[C@@H:37]([CH2:36][OH:35])[O:41][C@H:40]1[N:42]1[CH:49]=[C:48]([CH3:50])[C:46](=[O:47])[NH:45][C:43]1=[O:44]. The yield is 0.925. (6) The reactants are [Br:1][C:2]1[C:3]([S:11]C(C)(C)C)=[C:4]([CH:8]=[N:9]O)[CH:5]=[CH:6][CH:7]=1.C1(C)C=CC(S(O)(=O)=O)=CC=1. The catalyst is C(O)CCC. The product is [Br:1][C:2]1[C:3]2[S:11][N:9]=[CH:8][C:4]=2[CH:5]=[CH:6][CH:7]=1. The yield is 0.170.